This data is from Reaction yield outcomes from USPTO patents with 853,638 reactions. The task is: Predict the reaction yield, written as a fraction of the theoretical maximum amount of product (1.0 means a 100% yield; for example, 0.34 means a 34% yield). (1) The reactants are [CH2:1]([O:5][C:6]1[CH:7]=[C:8]([CH:12]([C:21]([O:23][C:24]([CH3:27])([CH3:26])[CH3:25])=[O:22])[CH2:13][NH:14][CH2:15][C:16]([N:18]([CH3:20])[CH3:19])=[O:17])[CH:9]=[CH:10][CH:11]=1)[CH2:2][CH2:3][CH3:4].[CH3:28][Si](C)(C)[N-][Si](C)(C)C.[Li+].CI. The catalyst is C1COCC1. The product is [CH2:1]([O:5][C:6]1[CH:7]=[C:8]([CH:12]([C:21]([O:23][C:24]([CH3:26])([CH3:25])[CH3:27])=[O:22])[CH2:13][NH:14][CH:15]([CH3:28])[C:16]([N:18]([CH3:20])[CH3:19])=[O:17])[CH:9]=[CH:10][CH:11]=1)[CH2:2][CH2:3][CH3:4]. The yield is 0.520. (2) The reactants are [Cl:1][C:2]1[CH:7]=[C:6](I)[CH:5]=[C:4]([Cl:9])[C:3]=1[CH3:10].CC([O-])=O.[K+].[B:16]1([B:16]2[O:20][C:19]([CH3:22])([CH3:21])[C:18]([CH3:24])([CH3:23])[O:17]2)[O:20][C:19]([CH3:22])([CH3:21])[C:18]([CH3:24])([CH3:23])[O:17]1. The catalyst is CN(C=O)C.C1C=CC(P(C2C=CC=CC=2)[C-]2C=CC=C2)=CC=1.C1C=CC(P(C2C=CC=CC=2)[C-]2C=CC=C2)=CC=1.Cl[Pd]Cl.[Fe+2]. The product is [Cl:1][C:2]1[CH:7]=[C:6]([B:16]2[O:20][C:19]([CH3:22])([CH3:21])[C:18]([CH3:24])([CH3:23])[O:17]2)[CH:5]=[C:4]([Cl:9])[C:3]=1[CH3:10]. The yield is 0.620. (3) The reactants are C1(P(C2C=CC=CC=2)C2C=CC=CC=2)C=CC=CC=1.[I:20]I.O[CH2:23][C:24]#[C:25][CH2:26][O:27][CH2:28][C:29]#[N:30].N1C=CN=C1. The catalyst is C(Cl)Cl. The product is [I:20][CH2:23][C:24]#[C:25][CH2:26][O:27][CH2:28][C:29]#[N:30]. The yield is 0.920. (4) The reactants are C(=[N:8][CH2:9][CH:10]1[CH2:15][CH2:14][N:13]([C:16]2[CH:21]=[CH:20][C:19]([N+:22]([O-:24])=[O:23])=[CH:18][C:17]=2[F:25])[CH2:12][CH2:11]1)C1C=CC=CC=1. The catalyst is Cl. The product is [F:25][C:17]1[CH:18]=[C:19]([N+:22]([O-:24])=[O:23])[CH:20]=[CH:21][C:16]=1[N:13]1[CH2:12][CH2:11][CH:10]([CH2:9][NH2:8])[CH2:15][CH2:14]1. The yield is 0.980. (5) The reactants are [NH2:1][C:2]1[CH:7]=[CH:6][C:5]([NH:8][C:9](=[O:15])/[CH:10]=[CH:11]\[C:12]([OH:14])=[O:13])=[CH:4][CH:3]=1.O.[NH3:17]. The catalyst is O. The product is [OH2:13].[NH2:1][C:2]1[CH:3]=[CH:4][C:5]([NH:8][C:9](=[O:15])/[CH:10]=[CH:11]\[C:12]([O-:14])=[O:13])=[CH:6][CH:7]=1.[NH4+:17]. The yield is 0.790.